This data is from Full USPTO retrosynthesis dataset with 1.9M reactions from patents (1976-2016). The task is: Predict the reactants needed to synthesize the given product. (1) Given the product [F:22][CH:2]([F:1])[O:3][C:4]1[C:9]2[O:10][C:11]3([O:17][C:8]=2[C:7]([C:18]([OH:20])=[O:19])=[CH:6][CH:5]=1)[CH2:16][CH2:15][S:14][CH2:13][CH2:12]3, predict the reactants needed to synthesize it. The reactants are: [F:1][CH:2]([F:22])[O:3][C:4]1[C:9]2[O:10][C:11]3([O:17][C:8]=2[C:7]([C:18]([O:20]C)=[O:19])=[CH:6][CH:5]=1)[CH2:16][CH2:15][S:14][CH2:13][CH2:12]3.S(=O)(=O)(O)O. (2) Given the product [CH3:12][O:11][CH2:10][O:9][CH2:8][C:5]1[CH:6]=[CH:7][C:2]([O:19][B:18]([OH:27])[OH:23])=[CH:3][CH:4]=1, predict the reactants needed to synthesize it. The reactants are: Br[C:2]1[CH:7]=[CH:6][C:5]([CH2:8][O:9][CH2:10][O:11][CH3:12])=[CH:4][CH:3]=1.C([Li])CCC.[B:18]([O:27]C(C)C)([O:23]C(C)C)[O:19]C(C)C.Cl. (3) Given the product [C:15]([O:14][C:12]([NH:7][C@H:6]([CH2:10][CH2:9][C:8]([C:23]1[CH:22]=[C:21]([F:20])[CH:26]=[C:25]([F:27])[CH:24]=1)=[O:11])[C:4]([O:3][CH2:2][CH3:1])=[O:5])=[O:13])([CH3:18])([CH3:17])[CH3:16], predict the reactants needed to synthesize it. The reactants are: [CH3:1][CH2:2][O:3][C:4]([C@H:6]1[CH2:10][CH2:9][C:8](=[O:11])[N:7]1[C:12]([O:14][C:15]([CH3:18])([CH3:17])[CH3:16])=[O:13])=[O:5].O.[F:20][C:21]1[CH:22]=[C:23]([Mg]Br)[CH:24]=[C:25]([F:27])[CH:26]=1. (4) Given the product [Br:1][C:2]1[C:3]([CH3:8])=[N:4][N:5]([CH2:10][CH2:11][CH2:12][CH2:13][CH3:14])[C:6]=1[CH3:7], predict the reactants needed to synthesize it. The reactants are: [Br:1][C:2]1[C:3]([CH3:8])=[N:4][NH:5][C:6]=1[CH3:7].Br[CH2:10][CH2:11][CH2:12][CH2:13][CH2:14]CCC. (5) Given the product [CH3:1][O:2][C@@H:3]1[CH2:8][N:7]([C:31]([O:33][CH3:34])=[O:32])[C@H:6]([C:9]([N:11]2[CH2:16][CH2:15][N:14]([C:17]3[CH:18]=[CH:19][CH:20]=[CH:21][CH:22]=3)[CH2:13][CH2:12]2)=[O:10])[C@@H:5]([C:23]([O:25][CH3:26])=[O:24])[CH2:4]1, predict the reactants needed to synthesize it. The reactants are: [CH3:1][O:2][C@@H:3]1[CH2:8][NH:7][C@H:6]([C:9]([N:11]2[CH2:16][CH2:15][N:14]([C:17]3[CH:22]=[CH:21][CH:20]=[CH:19][CH:18]=3)[CH2:13][CH2:12]2)=[O:10])[C@@H:5]([C:23]([O:25][CH3:26])=[O:24])[CH2:4]1.C(Cl)Cl.Cl[C:31]([O:33][CH3:34])=[O:32]. (6) Given the product [Cl:26][C:4]1[C:5]2[C:9]3[CH2:11][CH2:12][CH2:13][C:8]=3[S:7][C:6]=2[N:1]=[CH:2][N:3]=1, predict the reactants needed to synthesize it. The reactants are: [N:1]1[C:6]2[S:7][C:8]3[CH2:13][CH2:12][CH2:11]C[C:9]=3[C:5]=2[C:4](=O)[NH:3][CH:2]=1.CN(C)C1C=CC=CC=1.O=P(Cl)(Cl)[Cl:26]. (7) Given the product [CH:50]1([CH2:49][O:48][C:32]2[CH:33]=[CH:34][C:35]3[C:36]([CH2:40][CH2:41][CH:42]4[CH2:47][CH2:46][N:45]([CH2:19][C:20]5([CH2:25][OH:26])[CH2:21][CH2:22][CH2:23][CH2:24]5)[CH2:44][CH2:43]4)=[N:37][O:38][C:39]=3[C:31]=2[CH2:30][N:28]([CH3:29])[CH3:27])[CH2:52][CH2:51]1, predict the reactants needed to synthesize it. The reactants are: [Si](O[CH2:19][C:20]1([CH:25]=[O:26])[CH2:24][CH2:23][CH2:22][CH2:21]1)(C(C)(C)C)(C1C=CC=CC=1)C1C=CC=CC=1.[CH3:27][N:28]([CH2:30][C:31]1[C:39]2[O:38][N:37]=[C:36]([CH2:40][CH2:41][CH:42]3[CH2:47][CH2:46][NH:45][CH2:44][CH2:43]3)[C:35]=2[CH:34]=[CH:33][C:32]=1[O:48][CH2:49][CH:50]1[CH2:52][CH2:51]1)[CH3:29]. (8) Given the product [NH2:3][C:6]1[CH:7]=[CH:8][C:9]([C:12]2[CH:13]=[C:14]3[C:19](=[CH:20][CH:21]=2)[C:18](=[O:22])[C:17]([CH2:28][C:29]([O:31][CH2:32][CH3:33])=[O:30])([CH2:23][C:24]([F:27])([F:25])[F:26])[CH2:16][CH2:15]3)=[N:10][CH:11]=1, predict the reactants needed to synthesize it. The reactants are: [NH4+].[Cl-].[N+:3]([C:6]1[CH:7]=[CH:8][C:9]([C:12]2[CH:13]=[C:14]3[C:19](=[CH:20][CH:21]=2)[C:18](=[O:22])[C:17]([CH2:28][C:29]([O:31][CH2:32][CH3:33])=[O:30])([CH2:23][C:24]([F:27])([F:26])[F:25])[CH2:16][CH2:15]3)=[N:10][CH:11]=1)([O-])=O. (9) Given the product [CH3:6][C:7]1[N:8]([C:22]2[CH:27]=[CH:26][CH:25]=[C:24]([C:28]([F:31])([F:30])[F:29])[CH:23]=2)[C:9](=[O:21])[N:10]([C@H:14]([CH3:20])[CH2:15][S:16]([NH2:33])(=[O:18])=[O:17])[C:11](=[O:13])[CH:12]=1, predict the reactants needed to synthesize it. The reactants are: P(Cl)(Cl)(Cl)=O.[CH3:6][C:7]1[N:8]([C:22]2[CH:27]=[CH:26][CH:25]=[C:24]([C:28]([F:31])([F:30])[F:29])[CH:23]=2)[C:9](=[O:21])[N:10]([C@H:14]([CH3:20])[CH2:15][S:16](Cl)(=[O:18])=[O:17])[C:11](=[O:13])[CH:12]=1.O.[NH3:33].O.